From a dataset of Full USPTO retrosynthesis dataset with 1.9M reactions from patents (1976-2016). Predict the reactants needed to synthesize the given product. (1) Given the product [NH2:34][C:33]1[N:25]=[CH:26][N:27]=[C:28]2[C:32]=1[N:31]=[CH:30][N:29]2[CH2:2][C:3]1[N:12]([C:13]2[CH:18]=[CH:17][CH:16]=[CH:15][C:14]=2[Cl:19])[C:11](=[O:20])[C:10]2[C:5](=[CH:6][C:7]([O:23][CH3:24])=[C:8]([O:21][CH3:22])[CH:9]=2)[N:4]=1, predict the reactants needed to synthesize it. The reactants are: Cl[CH2:2][C:3]1[N:12]([C:13]2[CH:18]=[CH:17][CH:16]=[CH:15][C:14]=2[Cl:19])[C:11](=[O:20])[C:10]2[C:5](=[CH:6][C:7]([O:23][CH3:24])=[C:8]([O:21][CH3:22])[CH:9]=2)[N:4]=1.[N:25]1[C:33]([NH2:34])=[C:32]2[C:28]([N:29]=[CH:30][NH:31]2)=[N:27][CH:26]=1.C([O-])([O-])=O.[K+].[K+]. (2) The reactants are: [CH3:1][O:2][C:3]1[CH:4]=[C:5]([C:9](=O)[CH2:10]COC=O)[CH:6]=[CH:7][CH:8]=1.[C:16]([O-:19])(=O)C.[NH4+:20]. Given the product [CH3:1][O:2][C:3]1[CH:4]=[C:5]([C:9]2[N:20]=[CH:16][O:19][CH:10]=2)[CH:6]=[CH:7][CH:8]=1, predict the reactants needed to synthesize it. (3) Given the product [CH3:10][N:11]1[C:15]([C:16]([OH:18])=[O:17])=[C:14]([N+:1]([O-:4])=[O:2])[C:13]([CH2:19][CH2:20][CH3:21])=[N:12]1, predict the reactants needed to synthesize it. The reactants are: [N+:1]([O-:4])(O)=[O:2].S(=O)(=O)(O)O.[CH3:10][N:11]1[C:15]([C:16]([OH:18])=[O:17])=[CH:14][C:13]([CH2:19][CH2:20][CH3:21])=[N:12]1.